From a dataset of Full USPTO retrosynthesis dataset with 1.9M reactions from patents (1976-2016). Predict the reactants needed to synthesize the given product. (1) Given the product [CH:19]([Si:18]([CH:25]([CH3:27])[CH3:26])([CH:22]([CH3:24])[CH3:23])[O:3][C:1]([C:4]1[CH:8]=[CH:7][S:6][CH:5]=1)=[CH2:2])([CH3:21])[CH3:20], predict the reactants needed to synthesize it. The reactants are: [C:1]([C:4]1[CH:8]=[CH:7][S:6][CH:5]=1)(=[O:3])[CH3:2].CCN(C(C)C)C(C)C.[Si:18](OS(C(F)(F)F)(=O)=O)([CH:25]([CH3:27])[CH3:26])([CH:22]([CH3:24])[CH3:23])[CH:19]([CH3:21])[CH3:20]. (2) Given the product [CH3:17][O:1][C:2]1[C:10](=[O:11])[N:9]2[CH:4]([CH2:5][CH2:6][CH2:7][CH2:8]2)[C:3]=1[C:12]([O:14][CH2:15][CH3:16])=[O:13], predict the reactants needed to synthesize it. The reactants are: [OH:1][C:2]1[C:10](=[O:11])[N:9]2[CH:4]([CH2:5][CH2:6][CH2:7][CH2:8]2)[C:3]=1[C:12]([O:14][CH2:15][CH3:16])=[O:13].[CH:17](N(CC)C(C)C)(C)C.C[Si](C=[N+]=[N-])(C)C.